Dataset: Forward reaction prediction with 1.9M reactions from USPTO patents (1976-2016). Task: Predict the product of the given reaction. (1) Given the reactants F[C:2]1[CH:7]=C[CH:5]=[C:4](F)[C:3]=1[NH:9][C:10]([C:12]1[S:13][C:14](C2C=C(C(F)(F)F)C=CC=2Cl)=[CH:15][CH:16]=1)=[O:11].[CH3:28][O:29][C:30](=[O:39])[C:31]1[CH:36]=[CH:35][C:34]([CH3:37])=[C:33](I)[CH:32]=1.CC1[CH:42]=[N:43]C=CC=1N, predict the reaction product. The product is: [CH3:28][O:29][C:30](=[O:39])[C:31]1[CH:36]=[CH:35][C:34]([CH3:37])=[C:33]([C:14]2[S:13][C:12]([C:10](=[O:11])[NH:9][C:3]3[CH:2]=[CH:7][N:43]=[CH:42][C:4]=3[CH3:5])=[CH:16][CH:15]=2)[CH:32]=1. (2) The product is: [C:1]([C:5]1[C:6]([OH:15])=[C:7]([C:11]([CH3:14])=[C:12]([S:16][C:17]#[N:18])[CH:13]=1)[C:8]([OH:10])=[O:9])([CH3:4])([CH3:3])[CH3:2]. Given the reactants [C:1]([C:5]1[C:6]([OH:15])=[C:7]([C:11]([CH3:14])=[CH:12][CH:13]=1)[C:8]([OH:10])=[O:9])([CH3:4])([CH3:3])[CH3:2].[S-:16][C:17]#[N:18].[Na+].BrBr, predict the reaction product. (3) Given the reactants Cl[C:2]1[N:7]=[C:6]([C:8]2[S:12][C:11]([N:13]3[CH2:18][CH2:17][O:16][CH2:15][CH2:14]3)=[N:10][C:9]=2[C:19]2[C:20]([F:34])=[C:21]([NH:25][S:26]([C:29]3[CH:33]=[CH:32][O:31][CH:30]=3)(=[O:28])=[O:27])[CH:22]=[CH:23][CH:24]=2)[CH:5]=[CH:4][N:3]=1.[CH3:35][Zn]C.C1(C)C=CC=CC=1, predict the reaction product. The product is: [F:34][C:20]1[C:19]([C:9]2[N:10]=[C:11]([N:13]3[CH2:18][CH2:17][O:16][CH2:15][CH2:14]3)[S:12][C:8]=2[C:6]2[CH:5]=[CH:4][N:3]=[C:2]([CH3:35])[N:7]=2)=[CH:24][CH:23]=[CH:22][C:21]=1[NH:25][S:26]([C:29]1[CH:33]=[CH:32][O:31][CH:30]=1)(=[O:28])=[O:27]. (4) Given the reactants [Cl:1][C:2]1[CH:3]=[C:4]([OH:21])[C:5]([NH:8][S:9]([CH2:12][C:13]2[CH:18]=[C:17](Cl)[CH:16]=[C:15](Cl)[CH:14]=2)(=[O:11])=[O:10])=[N:6][CH:7]=1.[Cl:22]C1C=CC=CC=1CS(Cl)(=O)=O.ClC1C=C(CS(Cl)(=O)=O)C=C(Cl)C=1.S(Cl)(Cl)(=O)=O, predict the reaction product. The product is: [Cl:1][C:2]1[CH:3]=[C:4]([OH:21])[C:5]([NH:8][S:9]([CH2:12][C:13]2[CH:18]=[CH:17][CH:16]=[CH:15][C:14]=2[Cl:22])(=[O:11])=[O:10])=[N:6][CH:7]=1.